Predict the product of the given reaction. From a dataset of Forward reaction prediction with 1.9M reactions from USPTO patents (1976-2016). (1) Given the reactants [CH:1]1([S:4]([C:7]2[CH:12]=[CH:11][C:10]([CH:13]([C:21]3[NH:22][C:23]([C:29]4[S:30][CH:31]=[CH:32][N:33]=4)=[CH:24][C:25]=3[C:26]([OH:28])=O)[CH2:14][CH:15]3[CH2:20][CH2:19][O:18][CH2:17][CH2:16]3)=[CH:9][CH:8]=2)(=[O:6])=[O:5])[CH2:3][CH2:2]1.[CH3:34][NH:35][CH3:36].CN(C(ON1N=NC2C1=CC=CC=2)=[N+](C)C)C.F[P-](F)(F)(F)(F)F.C(N(CC)C(C)C)(C)C.Cl, predict the reaction product. The product is: [CH:1]1([S:4]([C:7]2[CH:12]=[CH:11][C:10]([CH:13]([C:21]3[NH:22][C:23]([C:29]4[S:30][CH:31]=[CH:32][N:33]=4)=[CH:24][C:25]=3[C:26]([N:35]([CH3:36])[CH3:34])=[O:28])[CH2:14][CH:15]3[CH2:16][CH2:17][O:18][CH2:19][CH2:20]3)=[CH:9][CH:8]=2)(=[O:5])=[O:6])[CH2:2][CH2:3]1. (2) Given the reactants [Br:1][C:2]1[CH:3]=[C:4]([NH2:8])[CH:5]=[N:6][CH:7]=1.C(N(C(C)C)CC)(C)C.[CH3:18][O:19][C:20]1[CH:21]=[C:22]([CH:26]=[CH:27][CH:28]=1)[C:23](Cl)=[O:24], predict the reaction product. The product is: [Br:1][C:2]1[CH:3]=[C:4]([NH:8][C:23](=[O:24])[C:22]2[CH:26]=[CH:27][CH:28]=[C:20]([O:19][CH3:18])[CH:21]=2)[CH:5]=[N:6][CH:7]=1. (3) Given the reactants [F:1][C:2]1[C:3]([N:9]2[N:13]=[C:12]([NH2:14])[CH:11]=[N:10]2)=[N:4][CH:5]=[C:6]([F:8])[CH:7]=1.[F:15][C:16]([F:27])([F:26])[C:17]1[CH:25]=[CH:24][CH:23]=[CH:22][C:18]=1[C:19](Cl)=[O:20].C(N(CC)CC)C, predict the reaction product. The product is: [F:1][C:2]1[C:3]([N:9]2[N:13]=[C:12]([NH:14][C:19](=[O:20])[C:18]3[CH:22]=[CH:23][CH:24]=[CH:25][C:17]=3[C:16]([F:15])([F:26])[F:27])[CH:11]=[N:10]2)=[N:4][CH:5]=[C:6]([F:8])[CH:7]=1. (4) Given the reactants [CH3:1][N:2]([CH2:4][C:5]1[CH:10]=[CH:9][C:8]([C:11]#[CH:12])=[CH:7][CH:6]=1)[CH3:3].[F:13][C:14]1[CH:23]=[C:18]([C:19]([O:21][CH3:22])=[O:20])[C:17]([OH:24])=[C:16](I)[CH:15]=1.C(N(CC)CC)C.CN(C=O)C, predict the reaction product. The product is: [F:13][C:14]1[CH:23]=[C:18]([C:19]([O:21][CH3:22])=[O:20])[C:17]2[O:24][C:11]([C:8]3[CH:7]=[CH:6][C:5]([CH2:4][N:2]([CH3:1])[CH3:3])=[CH:10][CH:9]=3)=[CH:12][C:16]=2[CH:15]=1. (5) Given the reactants C1(O[C:8](=[O:23])[NH:9][C:10]2[S:14][C:13]3[CH:15]=[C:16]([OH:19])[CH:17]=[CH:18][C:12]=3[C:11]=2[C:20](=[O:22])[NH2:21])C=CC=CC=1.CS(C)=O.[S:28]1[CH:32]=[CH:31][CH:30]=[C:29]1[CH2:33][CH2:34][NH2:35].Cl, predict the reaction product. The product is: [OH:19][C:16]1[CH:17]=[CH:18][C:12]2[C:11]([C:20]([NH2:21])=[O:22])=[C:10]([NH:9][C:8]([NH:35][CH2:34][CH2:33][C:29]3[S:28][CH:32]=[CH:31][CH:30]=3)=[O:23])[S:14][C:13]=2[CH:15]=1. (6) Given the reactants NC1CCC(NC2N=C(NC3CCC(N)CC3)N=C(Cl)N=2)CC1.C(OC(=O)[NH:30][C@@H:31]1[CH2:35][CH2:34][N:33]([C:36](=[O:52])[NH:37][CH:38]2[CH2:43][CH2:42][CH:41]([NH:44]C(OC(C)(C)C)=O)[CH2:40][CH2:39]2)[CH2:32]1)(C)(C)C, predict the reaction product. The product is: [NH2:44][CH:41]1[CH2:42][CH2:43][CH:38]([NH:37][C:36]([N:33]2[CH2:34][CH2:35][C@@H:31]([NH2:30])[CH2:32]2)=[O:52])[CH2:39][CH2:40]1. (7) Given the reactants Cl[C:2]([O:4][C:5]1[CH:10]=[CH:9][CH:8]=[CH:7][CH:6]=1)=[O:3].[NH2:11][C:12]1[CH:40]=[CH:39][C:15]([O:16][C:17]2[CH:22]=[CH:21][N:20]=[C:19]([NH:23][C:24]([CH:26]3[CH2:31][CH2:30][N:29]([C:32]([O:34][C:35]([CH3:38])([CH3:37])[CH3:36])=[O:33])[CH2:28][CH2:27]3)=[O:25])[CH:18]=2)=[CH:14][C:13]=1[Cl:41].N1C=CC=CC=1.O1CCCC1, predict the reaction product. The product is: [Cl:41][C:13]1[CH:14]=[C:15]([CH:39]=[CH:40][C:12]=1[NH:11][C:2]([O:4][C:5]1[CH:10]=[CH:9][CH:8]=[CH:7][CH:6]=1)=[O:3])[O:16][C:17]1[CH:22]=[CH:21][N:20]=[C:19]([NH:23][C:24]([CH:26]2[CH2:31][CH2:30][N:29]([C:32]([O:34][C:35]([CH3:38])([CH3:36])[CH3:37])=[O:33])[CH2:28][CH2:27]2)=[O:25])[CH:18]=1. (8) Given the reactants [CH3:1][CH2:2][N:3]1[C:9]2[N:10]=[C:11]([N:14]3[CH2:19][CH2:18][NH:17][CH2:16][CH2:15]3)[N:12]=[CH:13][C:8]=2[C:6](=[O:7])[C:5]([C:20]([OH:22])=[O:21])=[CH:4]1.[Cl:23][C:24]1[CH:29]=[CH:28][CH:27]=[CH:26][C:25]=1[N:30]=[C:31]=[S:32], predict the reaction product. The product is: [Cl:23][C:24]1[CH:29]=[CH:28][CH:27]=[CH:26][C:25]=1[NH:30][C:31]([N:17]1[CH2:18][CH2:19][N:14]([C:11]2[N:12]=[CH:13][C:8]3[C:6](=[O:7])[C:5]([C:20]([OH:22])=[O:21])=[CH:4][N:3]([CH2:2][CH3:1])[C:9]=3[N:10]=2)[CH2:15][CH2:16]1)=[S:32].